This data is from Catalyst prediction with 721,799 reactions and 888 catalyst types from USPTO. The task is: Predict which catalyst facilitates the given reaction. (1) Product: [CH3:11][O:12][C:13]1[CH:18]=[CH:17][C:16]2[NH:19][C:6]3[CH2:5][CH2:4][NH:3][CH2:8][C:7]=3[C:15]=2[CH:14]=1. Reactant: Cl.O.[NH:3]1[CH2:8][CH2:7][C:6](=O)[CH2:5][CH2:4]1.Cl.[CH3:11][O:12][C:13]1[CH:18]=[CH:17][C:16]([NH:19]N)=[CH:15][CH:14]=1. The catalyst class is: 8. (2) The catalyst class is: 540. Reactant: I[C:2]1[CH:7]=[CH:6][C:5]([CH:8]([CH3:17])[CH2:9][NH:10][S:11]([CH:14]([CH3:16])[CH3:15])(=[O:13])=[O:12])=[CH:4][CH:3]=1.[C:18]([OH:24])#[C:19][CH2:20][CH2:21][CH2:22][CH3:23].CCN(CC)CC. Product: [OH:24][CH2:18][CH2:19][CH2:20][CH2:21][C:22]#[C:23][C:2]1[CH:7]=[CH:6][C:5]([CH:8]([CH3:17])[CH2:9][NH:10][S:11]([CH:14]([CH3:16])[CH3:15])(=[O:13])=[O:12])=[CH:4][CH:3]=1.